This data is from Full USPTO retrosynthesis dataset with 1.9M reactions from patents (1976-2016). The task is: Predict the reactants needed to synthesize the given product. (1) The reactants are: [C:1]([O:5][C:6]([NH:8][CH:9]([CH2:36][CH:37]([CH2:41][C:42]1[CH:47]=[CH:46][C:45]([CH3:48])=[C:44]([O:49][CH2:50][CH2:51][CH2:52][O:53][CH3:54])[CH:43]=1)[CH:38]([CH3:40])[CH3:39])[CH:10]([OH:35])[CH2:11][CH:12]([CH:32]([CH3:34])[CH3:33])[C:13]([NH:15][CH:16]1[CH2:21][CH2:20][N:19](C(OCC2C=CC=CC=2)=O)[CH2:18][CH2:17]1)=[O:14])=[O:7])([CH3:4])([CH3:3])[CH3:2]. Given the product [OH:35][CH:10]([CH2:11][CH:12]([C:13](=[O:14])[NH:15][CH:16]1[CH2:21][CH2:20][NH:19][CH2:18][CH2:17]1)[CH:32]([CH3:33])[CH3:34])[CH:9]([NH:8][C:6](=[O:7])[O:5][C:1]([CH3:4])([CH3:3])[CH3:2])[CH2:36][CH:37]([CH2:41][C:42]1[CH:47]=[CH:46][C:45]([CH3:48])=[C:44]([O:49][CH2:50][CH2:51][CH2:52][O:53][CH3:54])[CH:43]=1)[CH:38]([CH3:39])[CH3:40], predict the reactants needed to synthesize it. (2) Given the product [C:80]1([CH:86]2[CH2:90][CH2:89][CH2:88][N:87]2[C:2]2[CH:11]=[CH:10][CH:9]=[C:8]3[C:3]=2[CH:4]=[CH:5][C:6]([S:12]([NH:15][C:16]2[S:17][CH:18]=[CH:19][N:20]=2)(=[O:13])=[O:14])=[CH:7]3)[CH:85]=[CH:84][CH:83]=[CH:82][CH:81]=1, predict the reactants needed to synthesize it. The reactants are: Br[C:2]1[CH:11]=[CH:10][CH:9]=[C:8]2[C:3]=1[CH:4]=[CH:5][C:6]([S:12]([N:15](CC1C=CC(OC)=CC=1OC)[C:16]1[S:17][CH:18]=[CH:19][N:20]=1)(=[O:14])=[O:13])=[CH:7]2.CC1(C)C2C(=C(P(C3C=CC=CC=3)C3C=CC=CC=3)C=CC=2)OC2C(P(C3C=CC=CC=3)C3C=CC=CC=3)=CC=CC1=2.C(=O)([O-])[O-].[Cs+].[Cs+].[C:80]1([CH:86]2[CH2:90][CH2:89][CH2:88][NH:87]2)[CH:85]=[CH:84][CH:83]=[CH:82][CH:81]=1. (3) Given the product [CH3:33][N:31]1[CH:32]=[C:28]([NH:27][C:23]2[N:22]=[C:21]([N:15]3[CH2:16][C@H:17]4[N:20]([C:5]([NH:4][CH:1]([CH3:3])[CH3:2])=[O:6])[C@H:13]([CH2:19][CH2:18]4)[CH2:14]3)[CH:26]=[CH:25][N:24]=2)[CH:29]=[N:30]1, predict the reactants needed to synthesize it. The reactants are: [CH:1]([NH:4][C:5](N1C=CN=C1)=[O:6])([CH3:3])[CH3:2].Cl.[C@@H:13]12[NH:20][C@@H:17]([CH2:18][CH2:19]1)[CH2:16][N:15]([C:21]1[CH:26]=[CH:25][N:24]=[C:23]([NH:27][C:28]3[CH:29]=[N:30][N:31]([CH3:33])[CH:32]=3)[N:22]=1)[CH2:14]2. (4) The reactants are: [NH2:1][CH2:2][CH2:3][CH2:4][CH2:5][N:6]1[C:18]2[C:17]3[CH:16]=[CH:15][CH:14]=[CH:13][C:12]=3[N:11]=[C:10]([NH2:19])[C:9]=2[N:8]=[CH:7]1.[C:20]([C:28]1[CH:38]=[CH:37][C:31]([O:32][CH2:33][C:34](O)=[O:35])=[CH:30][CH:29]=1)(=[O:27])[C:21]1[CH:26]=[CH:25][CH:24]=[CH:23][CH:22]=1.Cl.CN(C)CCCN=C=NCC. Given the product [NH2:19][C:10]1[C:9]2[N:8]=[CH:7][N:6]([CH2:5][CH2:4][CH2:3][CH2:2][NH:1][C:34](=[O:35])[CH2:33][O:32][C:31]3[CH:30]=[CH:29][C:28]([C:20](=[O:27])[C:21]4[CH:22]=[CH:23][CH:24]=[CH:25][CH:26]=4)=[CH:38][CH:37]=3)[C:18]=2[C:17]2[CH:16]=[CH:15][CH:14]=[CH:13][C:12]=2[N:11]=1, predict the reactants needed to synthesize it. (5) Given the product [NH2:15][C:14]1[C:11]2=[N:12][CH:13]=[C:8]([Cl:7])[CH:9]=[C:10]2[O:16][C:17]=1[C:18]([O:20][CH2:21][CH3:22])=[O:19], predict the reactants needed to synthesize it. The reactants are: [H-].[Na+].C(O)C.Cl.[Cl:7][C:8]1[CH:9]=[C:10]([O:16][CH2:17][C:18]([O:20][CH2:21][CH3:22])=[O:19])[C:11]([C:14]#[N:15])=[N:12][CH:13]=1. (6) Given the product [C:4]([OH:6])(=[O:5])[C:3]1[C:2](=[CH:10][CH:9]=[C:8]([CH:7]=1)[OH:11])[OH:1].[OH:27][C:28]1[CH:36]=[CH:35][C:34]([OH:37])=[CH:33][C:29]=1[C:30]([OH:32])=[O:31].[CH3:12][NH:13][C@H:14]([CH2:16]/[CH:17]=[CH:18]/[C:19]1[CH:20]=[N:21][CH:22]=[C:23]([O:25][CH3:26])[CH:24]=1)[CH3:15], predict the reactants needed to synthesize it. The reactants are: [OH:1][C:2]1[CH:10]=[CH:9][C:8]([OH:11])=[CH:7][C:3]=1[C:4]([OH:6])=[O:5].[CH3:12][NH:13][C@H:14]([CH2:16]/[CH:17]=[CH:18]/[C:19]1[CH:20]=[N:21][CH:22]=[C:23]([O:25][CH3:26])[CH:24]=1)[CH3:15].[OH:27][C:28]1[CH:36]=[CH:35][C:34]([OH:37])=[CH:33][C:29]=1[C:30]([OH:32])=[O:31].CN[C@H](C/C=C/C1C=NC=C(OC)C=1)C.C(OCC)(=O)C. (7) Given the product [S:1]1[CH:5]=[C:4]([CH:6]([NH:10][C:11]2[CH:16]=[CH:15][CH:14]=[CH:13][CH:12]=2)[C:7]([O:9][C@@H:23]2[CH:24]3[CH2:27][CH2:28][N:21]([CH2:26][CH2:25]3)[CH2:22]2)=[O:8])[C:3]2[CH:17]=[CH:18][CH:19]=[CH:20][C:2]1=2, predict the reactants needed to synthesize it. The reactants are: [S:1]1[CH:5]=[C:4]([CH:6]([NH:10][C:11]2[CH:16]=[CH:15][CH:14]=[CH:13][CH:12]=2)[C:7]([OH:9])=[O:8])[C:3]2[CH:17]=[CH:18][CH:19]=[CH:20][C:2]1=2.[N:21]12[CH2:28][CH2:27][CH:24]([CH2:25][CH2:26]1)[C@@H:23](O)[CH2:22]2.C1C=CC2N(O)N=NC=2C=1.C1CCC(N=C=NC2CCCCC2)CC1. (8) Given the product [O:1]1[CH2:6][CH2:5][N:4]([C:7]2[CH:14]=[CH:13][C:10](/[CH:11]=[CH:28]/[C:21]3[C:22]4[C:27](=[CH:26][CH:25]=[CH:24][CH:23]=4)[NH:19][N:20]=3)=[CH:9][C:8]=2[N+:15]([O-:17])=[O:16])[CH2:3][CH2:2]1, predict the reactants needed to synthesize it. The reactants are: [O:1]1[CH2:6][CH2:5][N:4]([C:7]2[CH:14]=[CH:13][C:10]([CH:11]=O)=[CH:9][C:8]=2[N+:15]([O-:17])=[O:16])[CH2:3][CH2:2]1.[I-].[NH:19]1[C:27]2[C:22](=[CH:23][CH:24]=[CH:25][CH:26]=2)[C:21]([CH2:28][P+](C2C=CC=CC=2)(C2C=CC=CC=2)C2C=CC=CC=2)=[N:20]1.C(=O)([O-])[O-].[K+].[K+]. (9) Given the product [I:1][C:2]1[CH:12]=[CH:11][C:5]([O:6][CH:7]2[CH2:8][N:9]([CH:15]3[CH2:16][O:13][CH2:14]3)[CH2:10]2)=[CH:4][CH:3]=1, predict the reactants needed to synthesize it. The reactants are: [I:1][C:2]1[CH:12]=[CH:11][C:5]([O:6][CH:7]2[CH2:10][NH:9][CH2:8]2)=[CH:4][CH:3]=1.[O:13]1[CH2:16][C:15](=O)[CH2:14]1.[BH-](OC(C)=O)(OC(C)=O)OC(C)=O.[Na+].CC(O)=O.